From a dataset of Oral bioavailability binary classification data from Ma et al.. Regression/Classification. Given a drug SMILES string, predict its absorption, distribution, metabolism, or excretion properties. Task type varies by dataset: regression for continuous measurements (e.g., permeability, clearance, half-life) or binary classification for categorical outcomes (e.g., BBB penetration, CYP inhibition). Dataset: bioavailability_ma. The molecule is O=C(O)CCCC[C@@H]1SC[C@@H]2NC(=O)N[C@H]12. The result is 1 (high bioavailability).